Dataset: Catalyst prediction with 721,799 reactions and 888 catalyst types from USPTO. Task: Predict which catalyst facilitates the given reaction. (1) Reactant: [C:1](/[C:3](=[N:10]\[O:11][CH2:12][C:13]1[N:18]=[C:17]([NH:19]C(=O)OC(C)(C)C)[CH:16]=[CH:15][CH:14]=1)/[C:4]1[CH:9]=[CH:8][CH:7]=[CH:6][CH:5]=1)#[N:2].C(O)(C(F)(F)F)=O. Product: [NH2:19][C:17]1[N:18]=[C:13]([CH2:12][O:11]/[N:10]=[C:3](/[C:4]2[CH:9]=[CH:8][CH:7]=[CH:6][CH:5]=2)\[C:1]#[N:2])[CH:14]=[CH:15][CH:16]=1. The catalyst class is: 2. (2) Reactant: [CH:1]([C@@H:4]1[C:9]([O:10][CH3:11])=[N:8][CH2:7][C:6]([O:12][CH3:13])=[N:5]1)([CH3:3])[CH3:2].[Li]CCCC.C([Cu])#N.[Li+].[Cl-].Br[CH2:25][C:26]1[CH:31]=[CH:30][C:29]([N+:32]([O-:34])=[O:33])=[C:28]([O:35][CH2:36][CH2:37][CH3:38])[CH:27]=1. Product: [CH:1]([C@@H:4]1[C:9]([O:10][CH3:11])=[N:8][C@@H:7]([CH2:25][C:26]2[CH:31]=[CH:30][C:29]([N+:32]([O-:34])=[O:33])=[C:28]([O:35][CH2:36][CH2:37][CH3:38])[CH:27]=2)[C:6]([O:12][CH3:13])=[N:5]1)([CH3:3])[CH3:2]. The catalyst class is: 1. (3) Reactant: [CH3:1][O:2][C:3](=[O:21])[CH2:4][CH:5]([NH2:20])[C:6]1[CH:11]=[CH:10][C:9]([O:12][CH:13]([F:15])[F:14])=[C:8]([O:16][CH:17]([F:19])[F:18])[CH:7]=1.C(N(CC)CC)C.C[O:30][C:31](=O)[C:32]1[C:37]([NH:38][C:39]([CH:41]2[CH2:43][CH2:42]2)=[O:40])=[CH:36][CH:35]=[C:34]([Cl:44])[C:33]=1[CH2:45]Br. Product: [CH3:1][O:2][C:3](=[O:21])[CH2:4][CH:5]([C:6]1[CH:11]=[CH:10][C:9]([O:12][CH:13]([F:15])[F:14])=[C:8]([O:16][CH:17]([F:18])[F:19])[CH:7]=1)[N:20]1[CH2:45][C:33]2[C:32](=[C:37]([NH:38][C:39]([CH:41]3[CH2:43][CH2:42]3)=[O:40])[CH:36]=[CH:35][C:34]=2[Cl:44])[C:31]1=[O:30]. The catalyst class is: 3.